This data is from Forward reaction prediction with 1.9M reactions from USPTO patents (1976-2016). The task is: Predict the product of the given reaction. (1) Given the reactants I[C:2]1[CH:3]=[C:4]([C:8]2[C:20]3[NH:19][C:18]4[C:13](=[CH:14][CH:15]=[CH:16][CH:17]=4)[C:12]=3[CH:11]=[CH:10][CH:9]=2)[CH:5]=[CH:6][CH:7]=1.[OH-].C([N+]([CH2:29][CH3:30])(CC)CC)C, predict the reaction product. The product is: [C:30]1([C:9]2[CH:10]=[CH:11][C:12]3[C:13]4[C:18](=[CH:17][CH:16]=[CH:15][CH:14]=4)[NH:19][C:20]=3[C:8]=2[C:4]2[CH:3]=[CH:2][CH:7]=[CH:6][CH:5]=2)[CH:29]=[CH:6][CH:7]=[CH:2][CH:3]=1. (2) Given the reactants [C:1]([O:5][CH2:6][CH2:7][CH2:8][CH2:9][CH2:10][CH2:11][O:12][C:13]1[CH:50]=[CH:49][C:16]([C:17]([O:19][C:20]2[CH:27]=[CH:26][C:25]([O:28][C:29](=[O:48])[C:30]3[CH:35]=[CH:34][C:33]([O:36][CH2:37][CH2:38][CH2:39][CH2:40][CH2:41][CH2:42][O:43][C:44](=[O:47])[CH:45]=[CH2:46])=[CH:32][CH:31]=3)=[CH:24][C:21]=2[CH:22]=[O:23])=[O:18])=[CH:15][CH:14]=1)(=[O:4])[CH:2]=[CH2:3].CC(C)=[O:53], predict the reaction product. The product is: [C:1]([O:5][CH2:6][CH2:7][CH2:8][CH2:9][CH2:10][CH2:11][O:12][C:13]1[CH:50]=[CH:49][C:16]([C:17]([O:19][C:20]2[CH:27]=[CH:26][C:25]([O:28][C:29](=[O:48])[C:30]3[CH:35]=[CH:34][C:33]([O:36][CH2:37][CH2:38][CH2:39][CH2:40][CH2:41][CH2:42][O:43][C:44](=[O:47])[CH:45]=[CH2:46])=[CH:32][CH:31]=3)=[CH:24][C:21]=2[C:22]([OH:53])=[O:23])=[O:18])=[CH:15][CH:14]=1)(=[O:4])[CH:2]=[CH2:3]. (3) Given the reactants I[CH2:2][CH2:3][CH2:4][C:5]1[CH:10]=[CH:9][C:8]([O:11][CH2:12][C:13]2[CH:18]=[CH:17][CH:16]=[CH:15][CH:14]=2)=[CH:7][CH:6]=1.[NH:19]1[CH:23]=[CH:22][N:21]=[N:20]1.C(=O)([O-])[O-].[K+].[K+], predict the reaction product. The product is: [CH2:12]([O:11][C:8]1[CH:9]=[CH:10][C:5]([CH2:4][CH2:3][CH2:2][N:19]2[CH:23]=[CH:22][N:21]=[N:20]2)=[CH:6][CH:7]=1)[C:13]1[CH:18]=[CH:17][CH:16]=[CH:15][CH:14]=1. (4) The product is: [Br:1][C:2]1[CH:3]=[C:4]([N:8]2[C:12]3=[N:13][CH:14]=[C:15]([N:17]4[CH2:18][CH2:19][O:20][CH2:21][CH2:22]4)[CH:16]=[C:11]3[C:10]([C:23]([NH2:29])=[O:25])=[N:9]2)[CH:5]=[CH:6][CH:7]=1. Given the reactants [Br:1][C:2]1[CH:3]=[C:4]([N:8]2[C:12]3=[N:13][CH:14]=[C:15]([N:17]4[CH2:22][CH2:21][O:20][CH2:19][CH2:18]4)[CH:16]=[C:11]3[C:10]([C:23]([O:25]C)=O)=[N:9]2)[CH:5]=[CH:6][CH:7]=1.C([NH2:29])=O, predict the reaction product. (5) The product is: [F:8][C:9]1[CH:10]=[C:11]([CH:14]=[CH:15][C:16]=1[N:17]([CH3:28])[C:18]1[N:23]=[CH:22][C:21]2[N:24]=[CH:25][N:26]([CH3:27])[C:20]=2[CH:19]=1)[CH2:12][NH2:13]. Given the reactants FC(F)(F)C(O)=O.[F:8][C:9]1[CH:10]=[C:11]([CH:14]=[CH:15][C:16]=1[N:17]([CH3:28])[C:18]1[N:23]=[CH:22][C:21]2[N:24]=[CH:25][N:26]([CH3:27])[C:20]=2[CH:19]=1)[C:12]#[N:13].[BH4-].[Na+], predict the reaction product. (6) The product is: [C:1]1([C@@H:7]([CH3:11])[C:8]([NH:12][C:13]2[CH:14]=[CH:15][C:16]3[O:20][C:19]([C:21]4[CH:22]=[CH:23][N:24]=[CH:25][CH:26]=4)=[N:18][C:17]=3[CH:27]=2)=[O:10])[CH:2]=[CH:3][CH:4]=[CH:5][CH:6]=1. Given the reactants [C:1]1([C@@H:7]([CH3:11])[C:8]([OH:10])=O)[CH:6]=[CH:5][CH:4]=[CH:3][CH:2]=1.[NH2:12][C:13]1[CH:14]=[CH:15][C:16]2[O:20][C:19]([C:21]3[CH:26]=[CH:25][N:24]=[CH:23][CH:22]=3)=[N:18][C:17]=2[CH:27]=1, predict the reaction product. (7) Given the reactants [Br:1][C:2]1[CH:7]=[CH:6][C:5]([Cl:8])=[CH:4][C:3]=1[CH2:9][CH2:10][S:11](Cl)(=[O:13])=[O:12].[F:15][C:16]1[CH:22]=[CH:21][CH:20]=[CH:19][C:17]=1[NH2:18].N1C=CC=CC=1, predict the reaction product. The product is: [Br:1][C:2]1[CH:7]=[CH:6][C:5]([Cl:8])=[CH:4][C:3]=1[CH2:9][CH2:10][S:11]([NH:18][C:17]1[CH:19]=[CH:20][CH:21]=[CH:22][C:16]=1[F:15])(=[O:13])=[O:12].